From a dataset of Full USPTO retrosynthesis dataset with 1.9M reactions from patents (1976-2016). Predict the reactants needed to synthesize the given product. (1) Given the product [C:1]([O:5][C:6]([N:8]1[CH2:12][CH2:11][C@@H:10]([NH:13][C:26]([C:18]2[CH:17]=[CH:16][N:15]=[CH:20][CH:19]=2)=[O:27])[CH2:9]1)=[O:7])([CH3:4])([CH3:2])[CH3:3], predict the reactants needed to synthesize it. The reactants are: [C:1]([O:5][C:6]([N:8]1[CH2:12][CH2:11][C@@H:10]([NH2:13])[CH2:9]1)=[O:7])([CH3:4])([CH3:3])[CH3:2].Cl.[N:15]1[CH:20]=[CH:19][CH:18]=[C:17](C(Cl)=O)[CH:16]=1.C1C[O:27][CH2:26]C1. (2) Given the product [C:1]([C:3]1[C:8]2[N:9]=[C:10]([N:12]3[CH2:17][CH2:16][CH:15]([C:18]([O:20][CH2:21][CH3:22])=[O:19])[CH2:14][CH2:13]3)[O:11][C:7]=2[C:6]([N:42]2[CH2:43][CH2:44][C@H:40]([N:39]([CH3:45])[CH3:38])[CH2:41]2)=[C:5]([C:24]2[CH:29]=[CH:28][CH:27]=[CH:26][CH:25]=2)[C:4]=1[CH3:30])#[N:2], predict the reactants needed to synthesize it. The reactants are: [C:1]([C:3]1[C:8]2[N:9]=[C:10]([N:12]3[CH2:17][CH2:16][CH:15]([C:18]([O:20][CH2:21][CH3:22])=[O:19])[CH2:14][CH2:13]3)[O:11][C:7]=2[C:6](F)=[C:5]([C:24]2[CH:29]=[CH:28][CH:27]=[CH:26][CH:25]=2)[C:4]=1[CH3:30])#[N:2].C(N(CC)CC)C.[CH3:38][N:39]([CH3:45])[C@H:40]1[CH2:44][CH2:43][NH:42][CH2:41]1. (3) Given the product [C:1]([O:5][C:6]([N:8]1[CH2:17][CH2:16][C:15]2[C:10](=[CH:11][CH:12]=[C:13]([O:18][CH:32]3[CH2:33][CH2:34][CH:29]([C:25]([CH3:28])([CH3:27])[CH3:26])[CH2:30][CH2:31]3)[CH:14]=2)[CH2:9]1)=[O:7])([CH3:4])([CH3:2])[CH3:3], predict the reactants needed to synthesize it. The reactants are: [C:1]([O:5][C:6]([N:8]1[CH2:17][CH2:16][C:15]2[C:10](=[CH:11][CH:12]=[C:13]([OH:18])[CH:14]=2)[CH2:9]1)=[O:7])([CH3:4])([CH3:3])[CH3:2].C(=O)([O-])[O-].[Cs+].[Cs+].[C:25]([CH:29]1[CH2:34][CH2:33][CH:32](OS(C)(=O)=O)[CH2:31][CH2:30]1)([CH3:28])([CH3:27])[CH3:26]. (4) The reactants are: [OH:1][CH2:2][CH2:3][CH2:4][O:5][C:6]1[CH:11]=[CH:10][C:9]([CH2:12][C@H:13]([O:17][CH3:18])[C:14]([OH:16])=[O:15])=[CH:8][CH:7]=1.[CH:19]1[CH:20]=[CH:21][C:22]([CH2:25][C:26]2[CH:27]=[CH:28][C:29](O)=[CH:30][CH:31]=2)=[CH:23][CH:24]=1. Given the product [CH2:25]([C:22]1[CH:23]=[CH:24][C:19]([O:1][CH2:2][CH2:3][CH2:4][O:5][C:6]2[CH:11]=[CH:10][C:9]([CH2:12][C@H:13]([O:17][CH3:18])[C:14]([OH:16])=[O:15])=[CH:8][CH:7]=2)=[CH:20][CH:21]=1)[C:26]1[CH:27]=[CH:28][CH:29]=[CH:30][CH:31]=1, predict the reactants needed to synthesize it. (5) Given the product [OH:64][CH2:63][C@H:62]([NH:61][C:20]([C:19]1[CH:23]=[CH:24][C:25]([CH3:26])=[C:17]([NH:16][C:14]([C:8]2[C:9](=[O:13])[NH:10][C:11]3[C:6]([CH:7]=2)=[CH:5][C:4]([O:27][CH3:28])=[C:3]([O:2][CH3:1])[CH:12]=3)=[O:15])[CH:18]=1)=[O:21])[CH2:65][CH:66]([CH3:68])[CH3:67], predict the reactants needed to synthesize it. The reactants are: [CH3:1][O:2][C:3]1[CH:12]=[C:11]2[C:6]([CH:7]=[C:8]([C:14]([NH:16][C:17]3[CH:18]=[C:19]([CH:23]=[CH:24][C:25]=3[CH3:26])[C:20](O)=[O:21])=[O:15])[C:9](=[O:13])[NH:10]2)=[CH:5][C:4]=1[O:27][CH2:28]COC.CN(C=O)C.CN(C(ON1N=NC2C=CC=NC1=2)=[N+](C)C)C.F[P-](F)(F)(F)(F)F.[NH2:61][C@H:62]([CH2:65][CH:66]([CH3:68])[CH3:67])[CH2:63][OH:64]. (6) The reactants are: [C:1]([O:4][C@:5]1([C:25]#[CH:26])[C@:13]2([CH2:14][CH3:15])[C@H:8]([C@@H:9]3[CH2:23][CH2:22][C:21]4[C@H:16]([CH2:17][CH2:18][C:19](=O)[CH:20]=4)[C@H:10]3[CH2:11][CH2:12]2)[CH2:7][CH2:6]1)(=[O:3])[CH3:2].Cl.[NH2:28][OH:29].O. Given the product [C:1]([O:4][C@:5]1([C:25]#[CH:26])[C@:13]2([CH2:14][CH3:15])[C@H:8]([C@@H:9]3[CH2:23][CH2:22][C:21]4[C@H:16]([CH2:17][CH2:18][C:19](=[N:28][OH:29])[CH:20]=4)[C@H:10]3[CH2:11][CH2:12]2)[CH2:7][CH2:6]1)(=[O:3])[CH3:2], predict the reactants needed to synthesize it. (7) Given the product [ClH:2].[Cl:2][C:3]1[CH:4]=[C:5]([CH:21]=[CH:22][C:23]=1[Cl:24])[CH:6]=[CH:7][C:8]1=[N:9][CH2:10][CH2:11][N:12]([CH3:20])[C:13]2[CH:18]=[CH:17][C:16]([CH2:27][C:26]([NH2:25])=[O:33])=[CH:15][C:14]1=2, predict the reactants needed to synthesize it. The reactants are: Cl.[Cl:2][C:3]1[CH:4]=[C:5]([CH:21]=[CH:22][C:23]=1[Cl:24])[CH:6]=[CH:7][C:8]1=[N:9][CH2:10][CH2:11][N:12]([CH3:20])[C:13]2[CH:18]=[CH:17][C:16](N)=[CH:15][C:14]1=2.[N:25]1C=CC=[CH:27][CH:26]=1.CS(Cl)(=O)=[O:33]. (8) Given the product [F:1][CH:2]1[C:7]([O:10][CH3:11])([O:8][CH3:9])[CH2:6][CH2:5][NH:4][CH2:3]1, predict the reactants needed to synthesize it. The reactants are: [F:1][CH:2]1[C:7]([O:10][CH3:11])([O:8][CH3:9])[CH2:6][CH2:5][N:4](C(OCC2C=CC=CC=2)=O)[CH2:3]1. (9) Given the product [CH3:13][OH:21].[NH4+:2].[OH-:32].[NH2:2][CH2:1][CH2:3][C@H:4]([N:6]1[CH2:7][CH2:8][CH:9]([N:12]([CH2:13][C:14]2[CH:15]=[N:16][CH:17]=[CH:18][C:19]=2[CH3:20])[C:22]2[CH:27]=[CH:26][CH:25]=[CH:24][CH:23]=2)[CH2:10][CH2:11]1)[CH3:5], predict the reactants needed to synthesize it. The reactants are: [C:1]([CH2:3][C@H:4]([N:6]1[CH2:11][CH2:10][CH:9]([N:12]([C:22]2[CH:27]=[CH:26][CH:25]=[CH:24][CH:23]=2)[C:13](=[O:21])[C:14]2[C:19]([CH3:20])=[CH:18][CH:17]=[N:16][CH:15]=2)[CH2:8][CH2:7]1)[CH3:5])#[N:2].B.C1C[O:32]CC1. (10) Given the product [OH:1][C:2]1([CH2:5][CH2:6][N:7]2[C:15](=[O:16])[C:14]3[N:13]([CH2:33][C:34]4[CH:39]=[CH:38][C:37]([CH3:40])=[CH:36][N:35]=4)[C:12]([O:17][C:18]4[CH:23]=[CH:22][CH:21]=[C:20]([O:24][C:25]([F:26])([F:27])[F:28])[CH:19]=4)=[N:11][C:10]=3[N:9]([CH3:29])[C:8]2=[O:30])[CH2:4][CH2:3]1, predict the reactants needed to synthesize it. The reactants are: [OH:1][C:2]1([CH2:5][CH2:6][N:7]2[C:15](=[O:16])[C:14]3[NH:13][C:12]([O:17][C:18]4[CH:23]=[CH:22][CH:21]=[C:20]([O:24][C:25]([F:28])([F:27])[F:26])[CH:19]=4)=[N:11][C:10]=3[N:9]([CH3:29])[C:8]2=[O:30])[CH2:4][CH2:3]1.Cl.Cl[CH2:33][C:34]1[CH:39]=[CH:38][C:37]([CH3:40])=[CH:36][N:35]=1.C(=O)([O-])[O-].[K+].[K+].